This data is from Reaction yield outcomes from USPTO patents with 853,638 reactions. The task is: Predict the reaction yield, written as a fraction of the theoretical maximum amount of product (1.0 means a 100% yield; for example, 0.34 means a 34% yield). (1) The catalyst is O1CCCC1. The product is [CH3:1][O:2][C:3]([C:5]1[C:6]([CH3:24])=[C:7]([C:15]([C:17]2[CH:18]=[N:19][N:20]([CH3:23])[C:21]=2[O:22][C:35]([S:34][CH2:33][CH3:32])=[O:36])=[O:16])[CH:8]=[CH:9][C:10]=1[S:11]([CH3:14])(=[O:13])=[O:12])=[O:4]. The yield is 0.560. The reactants are [CH3:1][O:2][C:3]([C:5]1[C:6]([CH3:24])=[C:7]([C:15]([C:17]2[CH:18]=[N:19][N:20]([CH3:23])[C:21]=2[OH:22])=[O:16])[CH:8]=[CH:9][C:10]=1[S:11]([CH3:14])(=[O:13])=[O:12])=[O:4].C(N(CC)CC)C.[CH3:32][CH2:33][S:34][C:35](Cl)=[O:36]. (2) The reactants are [CH2:1]([N:3]1[C:12]2[C:7](=[CH:8][C:9]3[O:15]C[O:13][C:10]=3[CH:11]=2)[C:6](=[O:16])[C:5]([C:17]([OH:19])=[O:18])=[N:4]1)[CH3:2].B(Br)(Br)Br.[CH3:24]O. The catalyst is ClCCl. The product is [CH2:1]([N:3]1[C:12]2[C:7](=[CH:8][C:9]([OH:15])=[C:10]([OH:13])[CH:11]=2)[C:6](=[O:16])[C:5]([C:17]([O:19][CH3:24])=[O:18])=[N:4]1)[CH3:2]. The yield is 0.745.